Predict the product of the given reaction. From a dataset of Forward reaction prediction with 1.9M reactions from USPTO patents (1976-2016). (1) The product is: [O:15]1[CH2:14][CH:13]1[CH2:11][O:1][C:2]1[CH:3]=[C:4]2[C:8](=[CH:9][CH:10]=1)[NH:7][CH:6]=[CH:5]2. Given the reactants [OH:1][C:2]1[CH:3]=[C:4]2[C:8](=[CH:9][CH:10]=1)[NH:7][CH:6]=[CH:5]2.[CH2:11]([CH:13]1[O:15][CH2:14]1)Cl, predict the reaction product. (2) The product is: [Br:3][C:4]1[CH:9]=[CH:8][CH:7]=[CH:6][C:5]=1[S:16]([CH2:12][CH3:13])(=[O:18])=[O:15]. Given the reactants [H-].[Na+].[Br:3][C:4]1[CH:9]=[CH:8][CH:7]=[CH:6][C:5]=1S.Br[CH2:12][CH3:13].O[O:15][S:16]([O-:18])=O.[K+], predict the reaction product. (3) The product is: [F:66][C:67]([F:72])([F:71])[C:68]([OH:70])=[O:69].[NH2:8][C@@H:9]([CH2:10][C:11]1[CH:16]=[CH:15][C:14]([Cl:17])=[CH:13][CH:12]=1)[C:18]([N:22]([CH3:23])[CH3:21])=[O:20]. Given the reactants CC(OC([NH:8][C@H:9]([C:18]([OH:20])=O)[CH2:10][C:11]1[CH:16]=[CH:15][C:14]([Cl:17])=[CH:13][CH:12]=1)=O)(C)C.[CH3:21][NH:22][CH3:23].N[C@@H](CCSSCC[C@H](N)C(O)=O)C(O)=O.N1(OC(N(C)C)=[N+](C)C)C2C=CC=CC=2N=N1.C(N(C(C)C)CC)(C)C.[F:66][C:67]([F:72])([F:71])[C:68]([OH:70])=[O:69], predict the reaction product.